This data is from Full USPTO retrosynthesis dataset with 1.9M reactions from patents (1976-2016). The task is: Predict the reactants needed to synthesize the given product. (1) Given the product [CH3:1][O:2][N:3]([CH3:18])[C:4]([C:6]1[S:7][C:8]([C:22]([F:28])([F:19])[F:27])=[C:9]2[CH2:14][C:13]([CH3:16])([CH3:15])[CH2:12][CH2:11][C:10]=12)=[O:5], predict the reactants needed to synthesize it. The reactants are: [CH3:1][O:2][N:3]([CH3:18])[C:4]([C:6]1[S:7][C:8](I)=[C:9]2[CH2:14][C:13]([CH3:16])([CH3:15])[CH2:12][CH2:11][C:10]=12)=[O:5].[F-:19].[K+].Cl[C:22]([F:28])([F:27])C(OC)=O. (2) Given the product [O:1]1[CH2:4][CH:3]([N:5]2[CH2:6][CH2:7][CH:8]([N:11]3[CH2:12][CH2:13][NH:14][CH2:15][CH2:16]3)[CH2:9][CH2:10]2)[CH2:2]1, predict the reactants needed to synthesize it. The reactants are: [O:1]1[CH2:4][CH:3]([N:5]2[CH2:10][CH2:9][CH:8]([N:11]3[CH2:16][CH2:15][N:14](C(OC(C)(C)C)=O)[CH2:13][CH2:12]3)[CH2:7][CH2:6]2)[CH2:2]1.FC(F)(F)C(O)=O. (3) Given the product [NH2:7][C:8](=[O:11])[CH2:9][CH2:10][C:4]1[CH:3]=[C:2]([NH:1][C:17]2[N:22]=[C:21]([NH:23][C:24]3[C:33]([F:34])=[CH:32][CH:31]=[CH:30][C:25]=3[C:26]([NH:28][CH3:29])=[O:27])[C:20]([Cl:35])=[CH:19][N:18]=2)[CH:15]=[CH:14][C:5]=1[C:6]([CH3:13])=[CH2:12], predict the reactants needed to synthesize it. The reactants are: [NH2:1][C:2]1[CH:15]=[CH:14][C:5]2[C:6]([CH3:13])([CH3:12])[NH:7][C:8](=[O:11])[CH2:9][CH2:10][C:4]=2[CH:3]=1.Cl[C:17]1[N:22]=[C:21]([NH:23][C:24]2[C:33]([F:34])=[CH:32][CH:31]=[CH:30][C:25]=2[C:26]([NH:28][CH3:29])=[O:27])[C:20]([Cl:35])=[CH:19][N:18]=1. (4) The reactants are: C([O:3][C:4](=[O:20])[C:5]([C:13]1[CH:18]=[CH:17][C:16]([Br:19])=[CH:15][CH:14]=1)=[CH:6][CH:7]1[CH2:12][CH2:11][CH2:10][CH2:9][CH2:8]1)C.C[O-].[Na+].O.[OH-].[Na+]. Given the product [Br:19][C:16]1[CH:15]=[CH:14][C:13](/[C:5](=[CH:6]\[CH:7]2[CH2:12][CH2:11][CH2:10][CH2:9][CH2:8]2)/[C:4]([OH:20])=[O:3])=[CH:18][CH:17]=1, predict the reactants needed to synthesize it. (5) The reactants are: [CH3:1][O:2][C:3]1[CH:4]=[C:5]2[C:10](=[CH:11][C:12]=1[O:13][CH3:14])[N:9]=[CH:8][N:7]=[C:6]2[O:15][C:16]1[CH:22]=[CH:21][C:19]([NH2:20])=[CH:18][CH:17]=1.C(N(CC)CC)C.ClC(Cl)(O[C:34](=[O:40])OC(Cl)(Cl)Cl)Cl.[CH2:42]([N:44]([C:48]1[CH:53]=[CH:52][CH:51]=[C:50]([CH3:54])[CH:49]=1)[CH2:45][CH2:46][NH2:47])[CH3:43]. Given the product [CH3:1][O:2][C:3]1[CH:4]=[C:5]2[C:10](=[CH:11][C:12]=1[O:13][CH3:14])[N:9]=[CH:8][N:7]=[C:6]2[O:15][C:16]1[CH:22]=[CH:21][C:19]([NH:20][C:34]([NH:47][CH2:46][CH2:45][N:44]([CH2:42][CH3:43])[C:48]2[CH:53]=[CH:52][CH:51]=[C:50]([CH3:54])[CH:49]=2)=[O:40])=[CH:18][CH:17]=1, predict the reactants needed to synthesize it. (6) Given the product [CH3:6][O:5][CH2:4][CH2:3][CH2:2][C@@H:14]([N:15]1[CH2:16][CH2:17][C@@H:12]([CH2:8][C:9]([OH:11])=[O:10])[CH2:13][C@H:14]1[C:18]1[CH:19]=[CH:20][C:21]([C:24]([F:26])([F:27])[F:25])=[CH:22][CH:23]=1)[C:18]1[CH:19]=[CH:20][C:21]([C:24]([F:25])([F:26])[F:27])=[CH:22][CH:23]=1, predict the reactants needed to synthesize it. The reactants are: Br[CH2:2][CH2:3][CH2:4][O:5][CH3:6].C[CH:8]([C@@H:12]1[CH2:17][CH2:16][NH:15][C@H:14]([C:18]2[CH:23]=[CH:22][C:21]([C:24]([F:27])([F:26])[F:25])=[CH:20][CH:19]=2)[CH2:13]1)[C:9]([O-:11])=[O:10]. (7) Given the product [CH3:1][O:2][C:3](=[O:29])[C:4]1[CH:9]=[CH:8][C:7]([CH2:10][CH2:11][C:12](=[O:26])[C:13]2[C:14]([NH:19][C:20]3[CH:25]=[CH:24][CH:23]=[CH:22][CH:21]=3)=[N:15][CH:16]=[CH:17][CH:18]=2)=[C:6]([O:27][CH3:28])[CH:5]=1, predict the reactants needed to synthesize it. The reactants are: [CH3:1][O:2][C:3](=[O:29])[C:4]1[CH:9]=[CH:8][C:7](/[CH:10]=[CH:11]/[C:12](=[O:26])[C:13]2[C:14]([NH:19][C:20]3[CH:25]=[CH:24][CH:23]=[CH:22][CH:21]=3)=[N:15][CH:16]=[CH:17][CH:18]=2)=[C:6]([O:27][CH3:28])[CH:5]=1.[H][H]. (8) The reactants are: [C:1]([OH:8])(=[O:7])/[CH:2]=[CH:3]\[C:4]([OH:6])=[O:5].[CH:9]#[C:10][C:11]1[CH:12]=[CH:13][CH:14]=[C:15]([NH:17][C:18]2[N:27]=[CH:26][N:25]=[C:24]3[C:19]=2[CH:20]=[C:21]2[O:37][CH2:36][CH2:35][O:34][CH2:33][CH2:32][O:31][CH2:30][CH2:29][O:28][C:22]2=[CH:23]3)[CH:16]=1. Given the product [CH:9]#[C:10][C:11]1[CH:12]=[CH:13][CH:14]=[C:15]([NH:17][C:18]2[N:27]=[CH:26][N:25]=[C:24]3[C:19]=2[CH:20]=[C:21]2[O:37][CH2:36][CH2:35][O:34][CH2:33][CH2:32][O:31][CH2:30][CH2:29][O:28][C:22]2=[CH:23]3)[CH:16]=1.[C:1]([O-:8])(=[O:7])/[CH:2]=[CH:3]\[C:4]([O-:6])=[O:5], predict the reactants needed to synthesize it.